This data is from Peptide-MHC class I binding affinity with 185,985 pairs from IEDB/IMGT. The task is: Regression. Given a peptide amino acid sequence and an MHC pseudo amino acid sequence, predict their binding affinity value. This is MHC class I binding data. (1) The peptide sequence is MYPHFMPTNL. The MHC is H-2-Kd with pseudo-sequence H-2-Kd. The binding affinity (normalized) is 0.439. (2) The peptide sequence is RRQGNIYPK. The MHC is HLA-A68:01 with pseudo-sequence HLA-A68:01. The binding affinity (normalized) is 0. (3) The peptide sequence is IPFNVVTAM. The MHC is HLA-B07:02 with pseudo-sequence HLA-B07:02. The binding affinity (normalized) is 0.730.